From a dataset of Catalyst prediction with 721,799 reactions and 888 catalyst types from USPTO. Predict which catalyst facilitates the given reaction. (1) Reactant: [F:1][C:2]1[C:7]([S:8]([CH3:11])(=[O:10])=[O:9])=[CH:6][CH:5]=[CH:4][C:3]=1[CH:12]1[CH2:17][CH2:16][NH:15][CH2:14][CH2:13]1.C(=O)([O-])[O-].[K+].[K+].Br[CH2:25][CH2:26][CH:27]1[O:31][CH2:30][CH2:29][O:28]1.Cl. Product: [O:28]1[CH2:29][CH2:30][O:31][CH:27]1[CH2:26][CH2:25][N:15]1[CH2:16][CH2:17][CH:12]([C:3]2[CH:4]=[CH:5][CH:6]=[C:7]([S:8]([CH3:11])(=[O:10])=[O:9])[C:2]=2[F:1])[CH2:13][CH2:14]1. The catalyst class is: 10. (2) Reactant: C(#N)C.[Na].[CH2:5]([C:12]1[O:13][C:14](=O)[C:15](=[CH:17][OH:18])[N:16]=1)[C:6]1[CH:11]=[CH:10][CH:9]=[CH:8][CH:7]=1.Cl.[C:21]([NH2:29])(=[NH:28])[C:22]1[CH:27]=[CH:26][CH:25]=[CH:24][CH:23]=1. Product: [C:22]1([C:21]2[NH:29][C:17](=[O:18])[C:15]([NH:16][C:12](=[O:13])[CH2:5][C:6]3[CH:7]=[CH:8][CH:9]=[CH:10][CH:11]=3)=[CH:14][N:28]=2)[CH:27]=[CH:26][CH:25]=[CH:24][CH:23]=1. The catalyst class is: 6.